Dataset: Reaction yield outcomes from USPTO patents with 853,638 reactions. Task: Predict the reaction yield, written as a fraction of the theoretical maximum amount of product (1.0 means a 100% yield; for example, 0.34 means a 34% yield). The reactants are [Br:1][C:2]1[CH:3]=[N:4][CH:5]=[C:6](Br)[CH:7]=1.[CH3:9][O-:10].[Na+]. The catalyst is CO.[Cu]. The product is [Br:1][C:2]1[CH:7]=[C:6]([O:10][CH3:9])[CH:5]=[N:4][CH:3]=1. The yield is 0.595.